From a dataset of Forward reaction prediction with 1.9M reactions from USPTO patents (1976-2016). Predict the product of the given reaction. (1) Given the reactants [F:8][C:7]([F:10])([F:9])[C:6](O[C:6](=[O:11])[C:7]([F:10])([F:9])[F:8])=[O:11].[CH2:14]([C:17]1([NH2:27])[CH2:26][CH2:25][C:20]2([O:24][CH2:23][CH2:22][O:21]2)[CH2:19][CH2:18]1)[CH:15]=[CH2:16].C(N(CC)CC)C, predict the reaction product. The product is: [CH2:14]([C:17]1([NH:27][C:6](=[O:11])[C:7]([F:8])([F:9])[F:10])[CH2:26][CH2:25][C:20]2([O:21][CH2:22][CH2:23][O:24]2)[CH2:19][CH2:18]1)[CH:15]=[CH2:16]. (2) The product is: [NH2:10][C:9]1[CH:8]=[CH:7][C:6]([CH:13]([C:15]2[CH:20]=[CH:19][CH:18]=[CH:17][N:16]=2)[OH:14])=[CH:5][C:4]=1[O:3][CH2:1][CH3:2]. Given the reactants [CH2:1]([O:3][C:4]1[CH:5]=[C:6]([CH:13]([C:15]2[CH:20]=[CH:19][CH:18]=[CH:17][N:16]=2)[OH:14])[CH:7]=[CH:8][C:9]=1[N+:10]([O-])=O)[CH3:2].C(OCC)(=O)C.C(O)C, predict the reaction product. (3) The product is: [C:40]([CH:42]([CH3:46])[C:43]([N:4]1[CH2:5][CH2:6][C@H:7]([O:8][C:9]2[CH:16]=[CH:15][C:14]([C:17]3[N:22]=[C:21]([NH:23][C:24]4[CH:29]=[CH:28][C:27]([N:30]5[CH2:31][CH2:32][N:33]([CH:36]6[CH2:39][O:38][CH2:37]6)[CH2:34][CH2:35]5)=[CH:26][CH:25]=4)[N:20]=[CH:19][N:18]=3)=[CH:13][C:10]=2[C:11]#[N:12])[C@H:2]([F:1])[CH2:3]1)=[O:44])#[N:41]. Given the reactants [F:1][C@H:2]1[C@@H:7]([O:8][C:9]2[CH:16]=[CH:15][C:14]([C:17]3[N:22]=[C:21]([NH:23][C:24]4[CH:29]=[CH:28][C:27]([N:30]5[CH2:35][CH2:34][N:33]([CH:36]6[CH2:39][O:38][CH2:37]6)[CH2:32][CH2:31]5)=[CH:26][CH:25]=4)[N:20]=[CH:19][N:18]=3)=[CH:13][C:10]=2[C:11]#[N:12])[CH2:6][CH2:5][NH:4][CH2:3]1.[C:40]([CH:42]([CH3:46])[C:43](O)=[O:44])#[N:41].CN(C(ON1N=NC2C=CC=NC1=2)=[N+](C)C)C.F[P-](F)(F)(F)(F)F.CCN(C(C)C)C(C)C, predict the reaction product. (4) Given the reactants [N:1]([C@H:4]1[CH2:9][CH2:8][C@H:7]([C:10]2[NH:11][C:12]3[CH:18]=[C:17]([C:19]4[CH:24]=[CH:23][CH:22]=[CH:21][CH:20]=4)[CH:16]=[CH:15][C:13]=3[N:14]=2)[CH2:6][CH2:5]1)=[N+]=[N-].N([C@H]1CC[C@H](C(O)=O)CC1)=[N+]=[N-].C1(C2C=CC(N)=C(N)C=2)C=CC=CC=1.C1(P(C2C=CC=CC=2)C2C=CC=CC=2)C=CC=CC=1.[CH3:70][S:71](Cl)(=[O:73])=[O:72].N, predict the reaction product. The product is: [CH3:70][S:71]([NH:1][C@H:4]1[CH2:9][CH2:8][C@H:7]([C:10]2[NH:11][C:12]3[CH:18]=[C:17]([C:19]4[CH:24]=[CH:23][CH:22]=[CH:21][CH:20]=4)[CH:16]=[CH:15][C:13]=3[N:14]=2)[CH2:6][CH2:5]1)(=[O:73])=[O:72]. (5) Given the reactants Cl.[N+:2]([C:5]1[CH:10]=[CH:9][C:8]([NH:11][C:12]2[C:13]3[CH:20]=[CH:19][NH:18][C:14]=3[N:15]=[CH:16][CH:17]=2)=[CH:7][CH:6]=1)([O-])=O.[Sn], predict the reaction product. The product is: [NH:18]1[C:14]2=[N:15][CH:16]=[CH:17][C:12]([NH:11][C:8]3[CH:9]=[CH:10][C:5]([NH2:2])=[CH:6][CH:7]=3)=[C:13]2[CH:20]=[CH:19]1. (6) Given the reactants [CH:1]([C:3]1[CH:8]=[CH:7][C:6](B(O)O)=[CH:5][CH:4]=1)=[O:2].Br[C:13]1[CH:18]=[CH:17][C:16]([Br:19])=[CH:15][N:14]=1, predict the reaction product. The product is: [Br:19][C:16]1[CH:17]=[CH:18][C:13]([C:6]2[CH:7]=[CH:8][C:3]([CH:1]=[O:2])=[CH:4][CH:5]=2)=[N:14][CH:15]=1. (7) Given the reactants [Br:1][C:2]1[CH:10]=[C:9](Br)[C:5]2[O:6][CH2:7][CH2:8][C:4]=2[CH:3]=1.C([Li])CCC.[Cl-].[NH4+], predict the reaction product. The product is: [Br:1][C:2]1[CH:10]=[CH:9][C:5]2[O:6][CH2:7][CH2:8][C:4]=2[CH:3]=1. (8) Given the reactants [C:1]([NH:4][C:5]1[S:6][C:7]([CH2:15][C:16]2[CH:21]=[CH:20][CH:19]=[C:18]([S:22][CH3:23])[CH:17]=2)=[C:8]([C:10](OCC)=[O:11])[N:9]=1)(=[O:3])[CH3:2].[BH4-].[Li+].[O-]S([O-])(=O)=O.[Na+].[Na+], predict the reaction product. The product is: [OH:11][CH2:10][C:8]1[N:9]=[C:5]([NH:4][C:1](=[O:3])[CH3:2])[S:6][C:7]=1[CH2:15][C:16]1[CH:21]=[CH:20][CH:19]=[C:18]([S:22][CH3:23])[CH:17]=1. (9) Given the reactants C(N(CC)CC)C.[CH3:8][O:9][C:10]1[CH:18]=[CH:17][C:13]([C:14](Cl)=[O:15])=[CH:12][CH:11]=1.[F:19][C:20]1[CH:25]=[CH:24][C:23]([OH:26])=[CH:22][CH:21]=1.[OH-].[Na+], predict the reaction product. The product is: [CH3:8][O:9][C:10]1[CH:18]=[CH:17][C:13]([C:14]([O:26][C:23]2[CH:24]=[CH:25][C:20]([F:19])=[CH:21][CH:22]=2)=[O:15])=[CH:12][CH:11]=1. (10) Given the reactants [N:1]1([C:12](=[O:13])[C:11]2[NH:10][CH:9]=[N:8][C:7]=2[N:5]([CH3:6])[C:3]1=[O:4])[CH3:2].[N+:14]([C:17]1[CH:22]=[CH:21][C:20](CCBr)=[CH:19][CH:18]=1)([O-:16])=[O:15].[OH-].[Na+].[CH:28]([OH:31])(C)[CH3:29], predict the reaction product. The product is: [CH3:2][N:1]1[C:12](=[O:13])[C:11]2[N:10]([C:20]3[CH:19]=[CH:18][C:17]([N+:14]([O-:16])=[O:15])([O:31][CH2:28][CH3:29])[CH2:22][CH:21]=3)[CH:9]=[N:8][C:7]=2[N:5]([CH3:6])[C:3]1=[O:4].